This data is from Full USPTO retrosynthesis dataset with 1.9M reactions from patents (1976-2016). The task is: Predict the reactants needed to synthesize the given product. (1) Given the product [Cl:1][C:2]1[CH:3]=[CH:4][C:5]2[O:9][C:8]3[C:10](=[O:11])[NH:12][C:14]([CH2:15][N:29]4[CH2:30][CH2:31][C@H:27]([OH:26])[CH2:28]4)=[N:13][C:7]=3[C:6]=2[CH:18]=1, predict the reactants needed to synthesize it. The reactants are: [Cl:1][C:2]1[CH:3]=[CH:4][C:5]2[O:9][C:8]([C:10]([NH2:12])=[O:11])=[C:7]([NH:13][C:14](=O)[CH2:15]Cl)[C:6]=2[CH:18]=1.C(N(CC)CC)C.[OH:26][C@H:27]1[CH2:31][CH2:30][NH:29][CH2:28]1. (2) Given the product [Cl:1][C:2]1[CH:3]=[CH:4][CH:5]=[C:6]2[C:10]=1[N:9]([CH2:22][CH2:23][CH3:24])[N:8]=[C:7]2[C:11]1[CH:16]=[CH:15][C:14]([O:17][CH3:18])=[C:13]([Cl:19])[CH:12]=1, predict the reactants needed to synthesize it. The reactants are: [Cl:1][C:2]1[CH:3]=[CH:4][CH:5]=[C:6]2[C:10]=1[NH:9][N:8]=[C:7]2[C:11]1[CH:16]=[CH:15][C:14]([O:17][CH3:18])=[C:13]([Cl:19])[CH:12]=1.[H-].[Na+].[CH2:22](Br)[CH2:23][CH3:24]. (3) Given the product [N:24]12[CH2:25][C:26]([C:30]([O:32][CH2:33][CH3:34])=[O:31])([CH2:22][CH2:23]1)[CH2:27][CH2:28][CH2:29]2, predict the reactants needed to synthesize it. The reactants are: C(NC(C)C)(C)C.C([Li])CCC.CN(C)CCN(C)C.Cl[CH2:22][CH2:23][N:24]1[CH2:29][CH2:28][CH2:27][CH:26]([C:30]([O:32][CH2:33][CH3:34])=[O:31])[CH2:25]1. (4) Given the product [NH:2]1[C:6]([C:7]([NH:10][S:11]([C:14]2[CH:15]=[CH:16][C:17]([C:20]3[CH:25]=[CH:24][CH:23]=[C:22]([CH2:26][NH:27][C:37]([CH:36]4[CH2:35][CH2:39]4)=[O:38])[CH:21]=3)=[CH:18][CH:19]=2)(=[O:13])=[O:12])([CH3:9])[CH3:8])=[CH:5][N:4]=[N:3]1, predict the reactants needed to synthesize it. The reactants are: Cl.[NH:2]1[C:6]([C:7]([NH:10][S:11]([C:14]2[CH:19]=[CH:18][C:17]([C:20]3[CH:25]=[CH:24][CH:23]=[C:22]([CH2:26][NH2:27])[CH:21]=3)=[CH:16][CH:15]=2)(=[O:13])=[O:12])([CH3:9])[CH3:8])=[CH:5][N:4]=[N:3]1.C(N(CC)CC)C.[CH2:35]1[CH2:39][O:38][CH2:37][CH2:36]1.O. (5) Given the product [Br:1][C:2]1[CH:10]=[C:9]([CH2:11][OH:12])[C:5]2[O:6][CH2:7][CH2:8][C:4]=2[CH:3]=1, predict the reactants needed to synthesize it. The reactants are: [Br:1][C:2]1[CH:10]=[C:9]([CH:11]=[O:12])[C:5]2[O:6][CH2:7][CH2:8][C:4]=2[CH:3]=1.[BH4-].[Na+].Cl.